Predict the product of the given reaction. From a dataset of Forward reaction prediction with 1.9M reactions from USPTO patents (1976-2016). (1) Given the reactants Cl[C:2]1[C:7]([C:8]2[CH:13]=[CH:12][CH:11]=[C:10]([N+:14]([O-:16])=[O:15])[CH:9]=2)=[N:6][N:5]([CH:17]2[CH2:19][CH2:18]2)[C:4](=[O:20])[C:3]=1[C:21]([O:23][CH2:24][CH3:25])=[O:22].[CH3:26][NH2:27], predict the reaction product. The product is: [CH:17]1([N:5]2[C:4](=[O:20])[C:3]([C:21]([O:23][CH2:24][CH3:25])=[O:22])=[C:2]([NH:27][CH3:26])[C:7]([C:8]3[CH:13]=[CH:12][CH:11]=[C:10]([N+:14]([O-:16])=[O:15])[CH:9]=3)=[N:6]2)[CH2:19][CH2:18]1. (2) Given the reactants [O:1]=[C:2]1[C:6]2([CH2:11][CH2:10][NH:9][CH2:8][CH2:7]2)[N:5]([C:12]2[CH:17]=[CH:16][CH:15]=[CH:14][CH:13]=2)[CH2:4][N:3]1[CH2:18][C:19]1[CH:20]=[C:21]([CH:29]=[CH:30][CH:31]=1)[C:22]([O:24][C:25]([CH3:28])([CH3:27])[CH3:26])=[O:23].C(=O)([O-])[O-].[K+].[K+].[I-].[Na+].Cl[CH2:41][CH2:42][CH2:43][C:44]1[C:52]2[C:47](=[CH:48][CH:49]=[CH:50][CH:51]=2)[NH:46][N:45]=1, predict the reaction product. The product is: [NH:46]1[C:47]2[C:52](=[CH:51][CH:50]=[CH:49][CH:48]=2)[C:44]([CH2:43][CH2:42][CH2:41][N:9]2[CH2:10][CH2:11][C:6]3([N:5]([C:12]4[CH:13]=[CH:14][CH:15]=[CH:16][CH:17]=4)[CH2:4][N:3]([CH2:18][C:19]4[CH:20]=[C:21]([CH:29]=[CH:30][CH:31]=4)[C:22]([O:24][C:25]([CH3:28])([CH3:26])[CH3:27])=[O:23])[C:2]3=[O:1])[CH2:7][CH2:8]2)=[N:45]1. (3) Given the reactants [Cl:1][C:2]1[C:7]([NH:8][S:9]([CH3:12])(=[O:11])=[O:10])=[CH:6][C:5]([C:13]2[CH:14]=[C:15]3[C:20](=[CH:21][CH:22]=2)[N:19]=[CH:18][CH:17]=[C:16]3Cl)=[CH:4][N:3]=1.CC1(C)C(C)(C)OB([C:32]2[CH:33]=[N:34][CH:35]=[CH:36][CH:37]=2)O1.C([O-])(=O)C.[K+].C(O)CCC, predict the reaction product. The product is: [Cl:1][C:2]1[C:7]([NH:8][S:9]([CH3:12])(=[O:11])=[O:10])=[CH:6][C:5]([C:13]2[CH:14]=[C:15]3[C:20](=[CH:21][CH:22]=2)[N:19]=[CH:18][CH:17]=[C:16]3[C:32]2[CH:33]=[N:34][CH:35]=[CH:36][CH:37]=2)=[CH:4][N:3]=1. (4) Given the reactants [CH:1]1([NH:4][C:5](=[O:31])[C:6]2[CH:11]=[CH:10][C:9]([CH3:12])=[C:8]([N:13]3[CH:18]=[CH:17][N:16]=[C:15]([NH:19][C:20]([C:23]4[CH:28]=[CH:27][CH:26]=[CH:25][C:24]=4[OH:29])([CH3:22])[CH3:21])[C:14]3=[O:30])[CH:7]=2)[CH2:3][CH2:2]1.C(=O)([O-])[O-].[K+].[K+].CC1C=CC(S(O[CH2:49][C@@H:50]2[CH2:54][O:53][C:52](=[O:55])[NH:51]2)(=O)=O)=CC=1, predict the reaction product. The product is: [CH:1]1([NH:4][C:5](=[O:31])[C:6]2[CH:11]=[CH:10][C:9]([CH3:12])=[C:8]([N:13]3[CH:18]=[CH:17][N:16]=[C:15]([NH:19][C:20]([CH3:22])([C:23]4[CH:28]=[CH:27][CH:26]=[CH:25][C:24]=4[O:29][CH2:49][C@H:50]4[CH2:54][O:53][C:52](=[O:55])[NH:51]4)[CH3:21])[C:14]3=[O:30])[CH:7]=2)[CH2:3][CH2:2]1. (5) The product is: [OH:38][C:35]1[CH:36]=[CH:37][C:32]([C:2]2[N:6]3[CH:7]=[C:8]([CH3:23])[N:9]=[C:10]([NH:11][CH2:12][C:13]4[CH:18]=[CH:17][C:16]([S:19]([NH2:22])(=[O:21])=[O:20])=[CH:15][CH:14]=4)[C:5]3=[N:4][CH:3]=2)=[CH:33][CH:34]=1. Given the reactants Br[C:2]1[N:6]2[CH:7]=[C:8]([CH3:23])[N:9]=[C:10]([NH:11][CH2:12][C:13]3[CH:18]=[CH:17][C:16]([S:19]([NH2:22])(=[O:21])=[O:20])=[CH:15][CH:14]=3)[C:5]2=[N:4][CH:3]=1.CC1(C)C(C)(C)OB([C:32]2[CH:37]=[CH:36][C:35]([OH:38])=[CH:34][CH:33]=2)O1.C([O-])([O-])=O.[K+].[K+].O.O(C1C=CC=CC=1P(C1C=CC=CC=1)C1C=CC=CC=1)C1C=CC=CC=1P(C1C=CC=CC=1)C1C=CC=CC=1, predict the reaction product. (6) Given the reactants [CH2:1]([O:3][C:4](=[O:18])[C:5]1[CH:10]=[C:9]([O:11][CH2:12][CH3:13])[C:8](N)=[C:7]([O:15][CH2:16][CH3:17])[CH:6]=1)[CH3:2].[ClH:19].N([O-])=O.[Na+].[Cl-].[OH-].[Na+], predict the reaction product. The product is: [CH2:1]([O:3][C:4](=[O:18])[C:5]1[CH:10]=[C:9]([O:11][CH2:12][CH3:13])[C:8]([Cl:19])=[C:7]([O:15][CH2:16][CH3:17])[CH:6]=1)[CH3:2]. (7) Given the reactants [Si:1]([O:18][CH2:19][CH2:20][C@H:21]([CH3:24])[CH2:22]O)([C:14]([CH3:17])([CH3:16])[CH3:15])([C:8]1[CH:13]=[CH:12][CH:11]=[CH:10][CH:9]=1)[C:2]1[CH:7]=[CH:6][CH:5]=[CH:4][CH:3]=1.C(N(CC)CC)C.CS(Cl)(=O)=O.[CH:37]1[C:46]2[C:41](=[CH:42][CH:43]=[CH:44][CH:45]=2)[CH:40]=[CH:39][C:38]=1[SH:47].[H-].[Na+], predict the reaction product. The product is: [C:14]([Si:1]([O:18][CH2:19][CH2:20][C@H:21]([CH3:24])[CH2:22][S:47][C:38]1[CH:39]=[CH:40][C:41]2[C:46](=[CH:45][CH:44]=[CH:43][CH:42]=2)[CH:37]=1)([C:8]1[CH:13]=[CH:12][CH:11]=[CH:10][CH:9]=1)[C:2]1[CH:3]=[CH:4][CH:5]=[CH:6][CH:7]=1)([CH3:17])([CH3:15])[CH3:16].